Dataset: Forward reaction prediction with 1.9M reactions from USPTO patents (1976-2016). Task: Predict the product of the given reaction. (1) The product is: [NH2:1][C:2]1[CH:11]=[CH:10][C:9]2[C:4](=[C:5]([S:13]([NH:17][C:18]3[CH:26]=[CH:25][C:21]([C:22]([OH:24])=[O:23])=[CH:20][CH:19]=3)(=[O:15])=[O:14])[CH:6]=[C:7]([Cl:12])[CH:8]=2)[N:3]=1. Given the reactants [NH2:1][C:2]1[CH:11]=[CH:10][C:9]2[C:4](=[C:5]([S:13](Cl)(=[O:15])=[O:14])[CH:6]=[C:7]([Cl:12])[CH:8]=2)[N:3]=1.[NH2:17][C:18]1[CH:26]=[CH:25][C:21]([C:22]([OH:24])=[O:23])=[CH:20][CH:19]=1.N1C=CC=CC=1, predict the reaction product. (2) Given the reactants [C:1]1(=[O:20])[C:9]2[C:4](=[CH:5][C:6]([O:10][C:11]3[CH:16]=[CH:15][C:14]([N+:17]([O-])=O)=[CH:13][CH:12]=3)=[CH:7][CH:8]=2)[CH2:3][NH:2]1, predict the reaction product. The product is: [O:20]=[C:1]1[C:9]2[C:4](=[CH:5][C:6]([O:10][C:11]3[CH:16]=[CH:15][C:14]([NH2:17])=[CH:13][CH:12]=3)=[CH:7][CH:8]=2)[CH2:3][NH:2]1. (3) The product is: [C:18]([N:26]1[CH2:31][CH2:30][N:29]([C:12](=[O:14])[C:11]([C:7]2[C:6]3[C:10](=[C:2]([Cl:1])[N:3]=[CH:4][C:5]=3[F:16])[NH:9][CH:8]=2)=[O:15])[CH2:28][CH2:27]1)(=[O:25])[C:19]1[CH:24]=[CH:23][CH:22]=[CH:21][CH:20]=1. Given the reactants [Cl:1][C:2]1[N:3]=[CH:4][C:5]([F:16])=[C:6]2[C:10]=1[NH:9][CH:8]=[C:7]2[C:11](=[O:15])[C:12]([O-:14])=O.[K+].[C:18]([N:26]1[CH2:31][CH2:30][NH:29][CH2:28][CH2:27]1)(=[O:25])[C:19]1[CH:24]=[CH:23][CH:22]=[CH:21][CH:20]=1.CCOP(ON1N=NC2C=CC=CC=2C1=O)(OCC)=O, predict the reaction product. (4) Given the reactants [CH2:1]([C:3]1[N:4]=[CH:5][NH:6][C:7]=1[C:8](OCC)=[O:9])[CH3:2].[H-].[Al+3].[Li+].[H-].[H-].[H-], predict the reaction product. The product is: [CH2:1]([C:3]1[N:4]=[CH:5][NH:6][C:7]=1[CH2:8][OH:9])[CH3:2]. (5) Given the reactants C([NH:4][C@H:5]([CH:9]([OH:20])[C:10]1[CH:15]=[CH:14][C:13]([C:16]([F:19])([F:18])[F:17])=[CH:12][CH:11]=1)[C:6]([OH:8])=[O:7])(=O)C.[OH-].[Na+].[CH3:35][C:34]([O:33][C:31](O[C:31]([O:33][C:34]([CH3:37])([CH3:36])[CH3:35])=[O:32])=[O:32])([CH3:37])[CH3:36], predict the reaction product. The product is: [C:34]([O:33][C:31]([NH:4][C@H:5]([CH:9]([OH:20])[C:10]1[CH:11]=[CH:12][C:13]([C:16]([F:17])([F:18])[F:19])=[CH:14][CH:15]=1)[C:6]([OH:8])=[O:7])=[O:32])([CH3:35])([CH3:36])[CH3:37]. (6) Given the reactants [F:1][C:2]([F:15])([F:14])[C:3]1[CH:13]=[C:6]2[C:7]([CH2:11][OH:12])=[CH:8][CH:9]=[CH:10][N:5]2[N:4]=1.N1C=CN=C1.[Si:21](Cl)([C:24]([CH3:27])([CH3:26])[CH3:25])([CH3:23])[CH3:22].O, predict the reaction product. The product is: [Si:21]([O:12][CH2:11][C:7]1[C:6]2[N:5]([N:4]=[C:3]([C:2]([F:1])([F:14])[F:15])[CH:13]=2)[CH:10]=[CH:9][CH:8]=1)([C:24]([CH3:27])([CH3:26])[CH3:25])([CH3:23])[CH3:22]. (7) Given the reactants [CH3:1][C:2]([C:13]1[S:14][CH:15]=[CH:16][CH:17]=1)([CH3:12])[C:3]([NH:5][NH:6][C:7]([CH:9]1[CH2:11][CH2:10]1)=[O:8])=O.N1C=CC=CC=1.FC(F)(F)S(OS(C(F)(F)F)(=O)=O)(=O)=O, predict the reaction product. The product is: [CH:9]1([C:7]2[O:8][C:3]([C:2]([CH3:12])([C:13]3[S:14][CH:15]=[CH:16][CH:17]=3)[CH3:1])=[N:5][N:6]=2)[CH2:11][CH2:10]1.